From a dataset of Reaction yield outcomes from USPTO patents with 853,638 reactions. Predict the reaction yield, written as a fraction of the theoretical maximum amount of product (1.0 means a 100% yield; for example, 0.34 means a 34% yield). (1) The reactants are FC(F)(F)C([N:5]1[CH2:11][CH2:10][C:9]2[CH:12]=[C:13]([O:16][C:17]3[CH:25]=[CH:24][C:20]([C:21]([NH2:23])=[O:22])=[CH:19][N:18]=3)[CH:14]=[CH:15][C:8]=2[CH2:7][CH2:6]1)=O. The catalyst is N.CO. The product is [CH2:7]1[C:8]2[CH:15]=[CH:14][C:13]([O:16][C:17]3[CH:25]=[CH:24][C:20]([C:21]([NH2:23])=[O:22])=[CH:19][N:18]=3)=[CH:12][C:9]=2[CH2:10][CH2:11][NH:5][CH2:6]1. The yield is 1.00. (2) The reactants are C(C1C=C([NH:10][C:11]([NH:13][C:14]2[CH:19]=[CH:18][CH:17]=[C:16]([Cl:20])[C:15]=2[Cl:21])=[O:12])N(C2C=C(CC(OCC)=O)C=CC=2)N=1)(C)(C)C.CN. The catalyst is CO. The product is [Cl:21][C:15]1[C:16]([Cl:20])=[CH:17][CH:18]=[CH:19][C:14]=1[NH:13][C:11](=[O:12])[NH2:10]. The yield is 0.740. (3) The reactants are Br[C:2]1[CH:7]=[CH:6][C:5]([Cl:8])=[CH:4][C:3]=1[C:9]([NH2:12])([CH3:11])[CH3:10].CCN(C(C)C)C(C)C.CN([CH:25]=[O:26])C. The catalyst is CCOC(C)=O.C1C=CC(P(C2C=CC=CC=2)[C-]2C=CC=C2)=CC=1.C1C=CC(P(C2C=CC=CC=2)[C-]2C=CC=C2)=CC=1.Cl[Pd]Cl.[Fe+2]. The product is [Cl:8][C:5]1[CH:4]=[C:3]2[C:2](=[CH:7][CH:6]=1)[C:25](=[O:26])[NH:12][C:9]2([CH3:11])[CH3:10]. The yield is 0.380. (4) The yield is 0.552. The catalyst is C(N(CC)CC)C.Cl[Pd](Cl)([P](C1C=CC=CC=1)(C1C=CC=CC=1)C1C=CC=CC=1)[P](C1C=CC=CC=1)(C1C=CC=CC=1)C1C=CC=CC=1.[Cu]I. The reactants are [F:1][C:2]([F:36])([F:35])[C:3]1[CH:4]=[C:5]([C:13]([CH3:34])([CH3:33])[C:14]([N:16]([C:18]2[CH:19]=[N:20][C:21](Cl)=[CH:22][C:23]=2[C:24]2[CH:29]=[CH:28][C:27]([F:30])=[CH:26][C:25]=2[CH3:31])[CH3:17])=[O:15])[CH:6]=[C:7]([C:9]([F:12])([F:11])[F:10])[CH:8]=1.[CH3:37][C:38]([O:41][C:42]([NH:44][C@@H:45]([CH2:50][C:51]#[CH:52])[C:46]([O:48][CH3:49])=[O:47])=[O:43])([CH3:40])[CH3:39].C1(P(C2C=CC=CC=2)C2C=CC=CC=2)C=CC=CC=1.C(NC(C)C)(C)C. The product is [F:1][C:2]([F:36])([F:35])[C:3]1[CH:4]=[C:5]([C:13]([CH3:34])([CH3:33])[C:14]([N:16]([CH3:17])[C:18]2[C:23]([C:24]3[CH:29]=[CH:28][C:27]([F:30])=[CH:26][C:25]=3[CH3:31])=[CH:22][C:21]([C:52]#[C:51][CH2:50][C@H:45]([NH:44][C:42]([O:41][C:38]([CH3:40])([CH3:39])[CH3:37])=[O:43])[C:46]([O:48][CH3:49])=[O:47])=[N:20][CH:19]=2)=[O:15])[CH:6]=[C:7]([C:9]([F:12])([F:11])[F:10])[CH:8]=1. (5) The reactants are [CH3:1][C:2]1[CH:11]=[C:10]([CH3:12])[C:9]([C:13]2[NH:14][C:15]([C@@H:18]3[CH2:22][CH2:21][CH2:20][O:19]3)=[CH:16][N:17]=2)=[CH:8][C:3]=1[C:4]([O:6]C)=O.CN(C(ON1N=NC2C=CC=CC1=2)=[N+](C)C)C.F[P-](F)(F)(F)(F)F.Cl.[NH:48]1[CH2:53][CH2:52][CH:51]([C:54]2[CH:61]=[CH:60][C:57]([C:58]#[N:59])=[CH:56][CH:55]=2)[CH2:50][CH2:49]1.CCN(C(C)C)C(C)C. The catalyst is CN(C)C=O. The product is [CH3:1][C:2]1[CH:11]=[C:10]([CH3:12])[C:9]([C:13]2[NH:14][C:15]([C@@H:18]3[CH2:22][CH2:21][CH2:20][O:19]3)=[CH:16][N:17]=2)=[CH:8][C:3]=1[C:4]([N:48]1[CH2:53][CH2:52][CH:51]([C:54]2[CH:61]=[CH:60][C:57]([C:58]#[N:59])=[CH:56][CH:55]=2)[CH2:50][CH2:49]1)=[O:6]. The yield is 0.150. (6) The yield is 0.420. The product is [Br:3][C:4]1[CH:14]=[CH:13][C:7]2[N:8]([CH2:16][C:17]([NH2:19])=[O:18])[C:9](=[O:12])[O:10][CH2:11][C:6]=2[CH:5]=1. The reactants are [H-].[Na+].[Br:3][C:4]1[CH:14]=[CH:13][C:7]2[NH:8][C:9](=[O:12])[O:10][CH2:11][C:6]=2[CH:5]=1.Br[CH2:16][C:17]([NH2:19])=[O:18]. The catalyst is CN(C)C=O. (7) The reactants are [NH2:1][C:2]1[CH:9]=[CH:8][CH:7]=[CH:6][C:3]=1[CH:4]=[O:5].CCN(CC)CC.[C:17](Cl)(=[O:20])[CH2:18][CH3:19]. The catalyst is C(Cl)Cl. The product is [CH:4]([C:3]1[CH:6]=[CH:7][CH:8]=[CH:9][C:2]=1[NH:1][C:17](=[O:20])[CH2:18][CH3:19])=[O:5]. The yield is 0.960.